This data is from Forward reaction prediction with 1.9M reactions from USPTO patents (1976-2016). The task is: Predict the product of the given reaction. The product is: [F:30][C:26]1[CH:25]=[CH:24][C:23]([C:2]2[C:7]([C:8]3[CH:9]=[CH:10][N:11]4[N:14]=[CH:15][C:16]([C:17]([O:19][CH2:20][CH3:21])=[O:18])=[C:12]4[N:13]=3)=[CH:6][CH:5]=[CH:4][N:3]=2)=[N:28][C:27]=1[CH3:29]. Given the reactants Cl[C:2]1[C:7]([C:8]2[N:13]=[CH:12][N:11]3[N:14]=[CH:15][C:16]([C:17]([O:19][CH2:20][CH3:21])=[O:18])=[C:10]3[CH:9]=2)=[CH:6][CH:5]=[CH:4][N:3]=1.Br[C:23]1[N:28]=[C:27]([CH3:29])[C:26]([F:30])=[CH:25][CH:24]=1, predict the reaction product.